Dataset: Catalyst prediction with 721,799 reactions and 888 catalyst types from USPTO. Task: Predict which catalyst facilitates the given reaction. (1) Reactant: [N:1]([CH2:4][C:5]1[CH:6]=[C:7]([CH2:11][CH:12]([NH:14][C:15]2[N:20]=[C:19]([N:21]3[C:26]4=[N:27][C:28]([C:32]5[CH:37]=[CH:36][CH:35]=[CH:34][CH:33]=5)=[CH:29][C:30](=[O:31])[N:25]4[CH2:24][CH2:23][CH2:22]3)[CH:18]=[CH:17][N:16]=2)[CH3:13])[CH:8]=[CH:9][CH:10]=1)=[N+]=[N-].[H][H]. Product: [NH2:1][CH2:4][C:5]1[CH:6]=[C:7]([CH2:11][CH:12]([NH:14][C:15]2[N:20]=[C:19]([N:21]3[C:26]4=[N:27][C:28]([C:32]5[CH:33]=[CH:34][CH:35]=[CH:36][CH:37]=5)=[CH:29][C:30](=[O:31])[N:25]4[CH2:24][CH2:23][CH2:22]3)[CH:18]=[CH:17][N:16]=2)[CH3:13])[CH:8]=[CH:9][CH:10]=1. The catalyst class is: 19. (2) Reactant: [Cl:1][C:2]1[CH:3]=[N:4][CH:5]=[C:6]([F:14])[C:7]=1[N:8]1[CH2:13][CH2:12][NH:11][CH2:10][CH2:9]1.[O:15]1[CH2:18][C:17](=O)[CH2:16]1.C(O[BH-](OC(=O)C)OC(=O)C)(=O)C.[Na+].CO. Product: [Cl:1][C:2]1[CH:3]=[N:4][CH:5]=[C:6]([F:14])[C:7]=1[N:8]1[CH2:13][CH2:12][N:11]([CH:17]2[CH2:18][O:15][CH2:16]2)[CH2:10][CH2:9]1. The catalyst class is: 1. (3) Reactant: [OH:1][C:2]1[CH:3]=[C:4]([C:10]2[O:11][CH:12]=[C:13]([CH2:15][CH2:16][C:17]([C:19]3[C:24]([CH3:25])=[CH:23][CH:22]=[CH:21][N:20]=3)=[O:18])[N:14]=2)[CH:5]=[CH:6][C:7]=1[O:8][CH3:9].O[CH:27]1[CH2:35][C:34]2[C:29](=[CH:30][CH:31]=[CH:32][CH:33]=2)[CH2:28]1.N(C(OC(C)C)=O)=NC(OC(C)C)=O.C(P(CCCC)CCCC)CCC. Product: [CH2:35]1[C:34]2[C:29](=[CH:30][CH:31]=[CH:32][CH:33]=2)[CH2:28][CH:27]1[O:1][C:2]1[CH:3]=[C:4]([C:10]2[O:11][CH:12]=[C:13]([CH2:15][CH2:16][C:17]([C:19]3[C:24]([CH3:25])=[CH:23][CH:22]=[CH:21][N:20]=3)=[O:18])[N:14]=2)[CH:5]=[CH:6][C:7]=1[O:8][CH3:9]. The catalyst class is: 7. (4) Reactant: C([Li])CCC.Br[C:7]1[CH:8]=[N:9][C:10]2[C:15]([CH:16]=1)=[CH:14][CH:13]=[CH:12][CH:11]=2.[Cl:17][C:18]1[CH:23]=[CH:22][C:21]([C:24]2([C:27]#N)[CH2:26][CH2:25]2)=[CH:20][CH:19]=1.[OH2:29]. Product: [Cl:17][C:18]1[CH:23]=[CH:22][C:21]([C:24]2([C:27]([C:7]3[CH:8]=[N:9][C:10]4[C:15]([CH:16]=3)=[CH:14][CH:13]=[CH:12][CH:11]=4)=[O:29])[CH2:26][CH2:25]2)=[CH:20][CH:19]=1. The catalyst class is: 27. (5) Reactant: [OH-].[Na+].CO.[N:5]1([C:10]2[CH:11]=[C:12]([CH:17]=[C:18]([C:20]3[NH:24][N:23]=[N:22][N:21]=3)[CH:19]=2)[C:13]([O:15]C)=[O:14])[CH2:9][CH2:8][CH2:7][CH2:6]1.Cl. Product: [N:5]1([C:10]2[CH:11]=[C:12]([CH:17]=[C:18]([C:20]3[NH:24][N:23]=[N:22][N:21]=3)[CH:19]=2)[C:13]([OH:15])=[O:14])[CH2:6][CH2:7][CH2:8][CH2:9]1. The catalyst class is: 6. (6) Reactant: [C:1]([C:4]1[CH:5]=[C:6]([C:10]2[N:11]=[CH:12][N:13]([C:15]([N:17]([CH:19]3[CH2:24][CH2:23][N:22]([CH2:25][C:26]4[CH:31]=[CH:30][CH:29]=[CH:28][C:27]=4[O:32]C)[CH2:21][CH2:20]3)[CH3:18])=[O:16])[CH:14]=2)[CH:7]=[CH:8][CH:9]=1)(=[O:3])[NH2:2].[Cl-].[Cl-].[Cl-].[Al+3].C(S)C. Product: [C:1]([C:4]1[CH:5]=[C:6]([C:10]2[N:11]=[CH:12][N:13]([C:15]([N:17]([CH:19]3[CH2:20][CH2:21][N:22]([CH2:25][C:26]4[CH:31]=[CH:30][CH:29]=[CH:28][C:27]=4[OH:32])[CH2:23][CH2:24]3)[CH3:18])=[O:16])[CH:14]=2)[CH:7]=[CH:8][CH:9]=1)(=[O:3])[NH2:2]. The catalyst class is: 2.